From a dataset of Reaction yield outcomes from USPTO patents with 853,638 reactions. Predict the reaction yield, written as a fraction of the theoretical maximum amount of product (1.0 means a 100% yield; for example, 0.34 means a 34% yield). The reactants are [F:1][C:2]1[C:18]([C:19]#[C:20][C:21]([C:24]2[CH:28]=[C:27]([CH:29]=O)[O:26][N:25]=2)([OH:23])[CH3:22])=[CH:17][C:5]2[C:6]3[N:7]([CH:11]=[C:12]([C:14]([NH2:16])=[O:15])[N:13]=3)[CH2:8][CH2:9][O:10][C:4]=2[CH:3]=1.[C:31](=O)([O-])[O-].[K+].[K+]. The catalyst is CO. The product is [C:29]([C:27]1[O:26][N:25]=[C:24]([C:21]([OH:23])([CH3:22])[C:20]#[C:19][C:18]2[C:2]([F:1])=[CH:3][C:4]3[O:10][CH2:9][CH2:8][N:7]4[CH:11]=[C:12]([C:14]([NH2:16])=[O:15])[N:13]=[C:6]4[C:5]=3[CH:17]=2)[CH:28]=1)#[CH:31]. The yield is 0.210.